Dataset: Reaction yield outcomes from USPTO patents with 853,638 reactions. Task: Predict the reaction yield, written as a fraction of the theoretical maximum amount of product (1.0 means a 100% yield; for example, 0.34 means a 34% yield). The reactants are [OH:1][C@:2]12[CH2:20][CH2:19][CH2:18][C@H:3]1[O:4][C@@H:5]([C:9]1[CH:14]=[CH:13][N:12]=[CH:11][C:10]=1[N+:15]([O-:17])=[O:16])[CH2:6][C:7]2=O.[CH2:21]([NH2:28])[C:22]1[CH:27]=[CH:26][CH:25]=[CH:24][CH:23]=1.[Li+].[BH4-]. The catalyst is CO. The product is [CH2:21]([NH:28][C@@H:7]1[CH2:6][C@H:5]([C:9]2[CH:14]=[CH:13][N:12]=[CH:11][C:10]=2[N+:15]([O-:17])=[O:16])[O:4][C@@H:3]2[CH2:18][CH2:19][CH2:20][C@:2]12[OH:1])[C:22]1[CH:27]=[CH:26][CH:25]=[CH:24][CH:23]=1. The yield is 0.580.